Task: Predict which catalyst facilitates the given reaction.. Dataset: Catalyst prediction with 721,799 reactions and 888 catalyst types from USPTO (1) Reactant: C(N(CC)CC)C.Cl.[C:9]12([NH2:14])[CH2:13][CH:11]([CH2:12]1)[CH2:10]2.[C:15](N1C=CN=C1)([N:17]1[CH:21]=[CH:20][N:19]=[CH:18]1)=[O:16]. Product: [C:9]12([NH:14][C:15]([N:17]3[CH:21]=[CH:20][N:19]=[CH:18]3)=[O:16])[CH2:13][CH:11]([CH2:12]1)[CH2:10]2. The catalyst class is: 3. (2) Reactant: C[O:2][C:3]1[CH:12]=[CH:11][CH:10]=[C:9]2[C:4]=1[CH:5]=[CH:6][CH:7]=[C:8]2[CH2:13][NH:14][CH2:15][CH2:16][CH:17]([CH3:19])[CH3:18].B(Br)(Br)Br.C([O-])(O)=O.[Na+].CCOC(C)=O. Product: [CH3:18][CH:17]([CH3:19])[CH2:16][CH2:15][NH:14][CH2:13][C:8]1[CH:7]=[CH:6][CH:5]=[C:4]2[C:9]=1[CH:10]=[CH:11][CH:12]=[C:3]2[OH:2]. The catalyst class is: 2. (3) Reactant: I[C:2]1[CH:3]=[C:4]2[N:10]=[CH:9][N:8]([CH2:11][C:12]3[CH:17]=[CH:16][C:15]([O:18][CH2:19][C:20]4[CH:21]=[N:22][C:23]([O:26][CH3:27])=[CH:24][CH:25]=4)=[C:14]([O:28][CH3:29])[CH:13]=3)[C:5]2=[N:6][CH:7]=1.[Cu][C:31]#[N:32]. Product: [CH3:29][O:28][C:14]1[CH:13]=[C:12]([CH:17]=[CH:16][C:15]=1[O:18][CH2:19][C:20]1[CH:21]=[N:22][C:23]([O:26][CH3:27])=[CH:24][CH:25]=1)[CH2:11][N:8]1[C:5]2=[N:6][CH:7]=[C:2]([C:31]#[N:32])[CH:3]=[C:4]2[N:10]=[CH:9]1. The catalyst class is: 9. (4) Reactant: [CH3:1][C:2]1([CH3:14])[C:6]([CH3:8])([CH3:7])[O:5][B:4]([C:9]2[CH:10]=[N:11][NH:12][CH:13]=2)[O:3]1.[H-].[Na+].Cl[CH2:18][O:19][CH2:20][CH2:21][Si:22]([CH3:25])([CH3:24])[CH3:23]. Product: [CH3:1][C:2]1([CH3:14])[C:6]([CH3:7])([CH3:8])[O:5][B:4]([C:9]2[CH:13]=[N:12][N:11]([CH2:18][O:19][CH2:20][CH2:21][Si:22]([CH3:25])([CH3:24])[CH3:23])[CH:10]=2)[O:3]1. The catalyst class is: 39. (5) Reactant: [CH2:1]([O:3][CH:4]([N:14]1[CH:18]=[CH:17][C:16]([CH3:19])=[C:15]1[C:20]([O:22][CH3:23])=[O:21])[CH:5]([N+:11]([O-])=O)[C:6]([O:8][CH2:9][CH3:10])=[O:7])[CH3:2].[BH4-].[Na+].Cl. Product: [NH2:11][CH:5]([C:6]([O:8][CH2:9][CH3:10])=[O:7])[CH:4]([N:14]1[CH:18]=[CH:17][C:16]([CH3:19])=[C:15]1[C:20]([O:22][CH3:23])=[O:21])[O:3][CH2:1][CH3:2]. The catalyst class is: 5. (6) Reactant: FC(F)(F)C(O)=O.C(OC([N:15]1[CH2:20][CH2:19][CH:18]([CH2:21][O:22][C:23]2[C:32]3[C:27](=[CH:28][CH:29]=[C:30]([O:33][CH3:34])[CH:31]=3)[CH:26]=[CH:25][CH:24]=2)[CH2:17][CH2:16]1)=O)(C)(C)C. Product: [CH3:34][O:33][C:30]1[CH:31]=[C:32]2[C:27]([CH:26]=[CH:25][CH:24]=[C:23]2[O:22][CH2:21][CH:18]2[CH2:19][CH2:20][NH:15][CH2:16][CH2:17]2)=[CH:28][CH:29]=1. The catalyst class is: 4. (7) Reactant: [Br:1][C:2]1[CH:10]=[CH:9][C:5]([C:6]([OH:8])=[O:7])=[CH:4][C:3]=1[OH:11].[C:12](OC(O[C:12]([CH3:15])([CH3:14])[CH3:13])N(C)C)([CH3:15])([CH3:14])[CH3:13].O.C(OCC)(=O)C. Product: [Br:1][C:2]1[CH:10]=[CH:9][C:5]([C:6]([O:8][C:12]([CH3:15])([CH3:14])[CH3:13])=[O:7])=[CH:4][C:3]=1[OH:11]. The catalyst class is: 11.